The task is: Predict the reactants needed to synthesize the given product.. This data is from Full USPTO retrosynthesis dataset with 1.9M reactions from patents (1976-2016). (1) Given the product [CH2:12]([C:9]1[S:8][C:7]([C:5]2[S:6][C:2]([C:16]3[S:17][CH:18]=[CH:25][CH:26]=3)=[CH:3][CH:4]=2)=[CH:11][CH:10]=1)[CH2:13][CH3:14], predict the reactants needed to synthesize it. The reactants are: Br[C:2]1[S:6][C:5]([C:7]2[S:8][C:9]([CH2:12][CH2:13][CH3:14])=[CH:10][CH:11]=2)=[CH:4][CH:3]=1.Br[C:16]1[S:17][CH:18]=CC=1.Cl.C(O[CH2:25][CH3:26])C. (2) Given the product [NH2:1][C@H:2]([C:7]1[CH:8]=[CH:9][C:10]([Cl:13])=[CH:11][CH:12]=1)[CH2:3][CH2:4][OH:5], predict the reactants needed to synthesize it. The reactants are: [NH2:1][C@H:2]([C:7]1[CH:12]=[CH:11][C:10]([Cl:13])=[CH:9][CH:8]=1)[CH2:3][C:4](O)=[O:5].CO. (3) The reactants are: [CH3:1][N:2]([C:5]1[CH:14]=[C:13]([C:15]2[CH:20]=[CH:19][CH:18]=[CH:17][CH:16]=2)[C:8]2[N:9]=[CH:10][N:11]([CH3:12])[C:7]=2[CH:6]=1)C=O.Cl. Given the product [CH3:1][NH:2][C:5]1[CH:14]=[C:13]([C:15]2[CH:20]=[CH:19][CH:18]=[CH:17][CH:16]=2)[C:8]2[N:9]=[CH:10][N:11]([CH3:12])[C:7]=2[CH:6]=1, predict the reactants needed to synthesize it. (4) Given the product [Cl:14][C:15]1[CH:26]=[CH:25][CH:24]=[C:23]([F:27])[C:16]=1[CH:17]([N:18]1[CH2:22][CH2:21][CH2:20][CH2:19]1)[C:5]1[N:1]([C:6]2[CH:11]=[CH:10][CH:9]=[CH:8][C:7]=2[NH2:12])[CH:2]=[CH:3][CH:4]=1, predict the reactants needed to synthesize it. The reactants are: [N:1]1([C:6]2[CH:11]=[CH:10][CH:9]=[CH:8][C:7]=2[NH2:12])[CH:5]=[CH:4][CH:3]=[CH:2]1.[Cl-].[Cl:14][C:15]1[CH:26]=[CH:25][CH:24]=[C:23]([F:27])[C:16]=1[CH:17]=[N+:18]1[CH2:22][CH2:21][CH2:20][CH2:19]1.ClC1C=CC=C(F)C=1C=O.N1CCCC1. (5) Given the product [Cl:1][C:2]1[C:7]([F:8])=[C:6]([Cl:9])[CH:5]=[CH:4][C:3]=1[C:10]([N:12]1[CH2:17][CH2:16][N:15]2[C:38]([C:35]3[CH:34]=[CH:33][C:32]([F:31])=[CH:37][N:36]=3)=[N:40][N:41]=[C:14]2[CH2:13]1)=[O:11], predict the reactants needed to synthesize it. The reactants are: [Cl:1][C:2]1[C:7]([F:8])=[C:6]([Cl:9])[CH:5]=[CH:4][C:3]=1[C:10]([N:12]1[CH2:17][CH2:16][NH:15][C:14](=O)[CH2:13]1)=[O:11].F[B-](F)(F)F.C([O+](CC)CC)C.[F:31][C:32]1[CH:33]=[CH:34][C:35]([C:38]([NH:40][NH2:41])=O)=[N:36][CH:37]=1. (6) Given the product [Cl:1][C:2]1[CH:7]=[C:6]([N+:8]([O-:10])=[O:9])[CH:5]=[CH:4][C:3]=1[O:12][C:13]1[CH:14]=[C:15]([C:19](=[O:27])[CH2:20][C:21]2[CH:22]=[CH:23][CH:24]=[CH:25][CH:26]=2)[CH:16]=[CH:17][CH:18]=1, predict the reactants needed to synthesize it. The reactants are: [Cl:1][C:2]1[CH:7]=[C:6]([N+:8]([O-:10])=[O:9])[CH:5]=[CH:4][C:3]=1F.[OH:12][C:13]1[CH:14]=[C:15]([C:19](=[O:27])[CH2:20][C:21]2[CH:26]=[CH:25][CH:24]=[CH:23][CH:22]=2)[CH:16]=[CH:17][CH:18]=1.C(=O)([O-])[O-].[K+].[K+].